This data is from Full USPTO retrosynthesis dataset with 1.9M reactions from patents (1976-2016). The task is: Predict the reactants needed to synthesize the given product. Given the product [O:7]1[CH2:12][CH2:11][CH:10]([CH2:13][CH2:14][OH:15])[CH2:9][CH2:8]1, predict the reactants needed to synthesize it. The reactants are: [H-].[Al+3].[Li+].[H-].[H-].[H-].[O:7]1[CH2:12][CH2:11][CH:10]([CH2:13][C:14](OCC)=[O:15])[CH2:9][CH2:8]1.CCOCC.[OH-].[Na+].